This data is from Full USPTO retrosynthesis dataset with 1.9M reactions from patents (1976-2016). The task is: Predict the reactants needed to synthesize the given product. The reactants are: Cl[C:2]1[C:11]([CH2:12][C:13]2[CH:18]=[CH:17][CH:16]=[C:15]([C:19]([F:22])([F:21])[F:20])[CH:14]=2)=[C:10]([Cl:23])[C:9]2[C:4](=[CH:5][CH:6]=[C:7]([I:24])[CH:8]=2)[N:3]=1.[CH3:25][O-:26].[Na+]. Given the product [Cl:23][C:10]1[C:9]2[C:4](=[CH:5][CH:6]=[C:7]([I:24])[CH:8]=2)[N:3]=[C:2]([O:26][CH3:25])[C:11]=1[CH2:12][C:13]1[CH:18]=[CH:17][CH:16]=[C:15]([C:19]([F:22])([F:21])[F:20])[CH:14]=1, predict the reactants needed to synthesize it.